Dataset: Full USPTO retrosynthesis dataset with 1.9M reactions from patents (1976-2016). Task: Predict the reactants needed to synthesize the given product. Given the product [CH3:1][O:2][C:3]1[CH:4]=[C:5]([C:11]([C:13]2[CH:18]=[CH:17][C:16]([O:19][CH3:20])=[C:15]([O:21][CH3:22])[C:14]=2[O:23][CH3:26])=[O:12])[CH:6]=[C:7]([O:9][CH3:10])[CH:8]=1, predict the reactants needed to synthesize it. The reactants are: [CH3:1][O:2][C:3]1[CH:4]=[C:5]([C:11]([C:13]2[CH:18]=[CH:17][C:16]([O:19][CH3:20])=[C:15]([O:21][CH3:22])[C:14]=2[OH:23])=[O:12])[CH:6]=[C:7]([O:9][CH3:10])[CH:8]=1.IC.[C:26]([O-])([O-])=O.[Na+].[Na+].